This data is from Forward reaction prediction with 1.9M reactions from USPTO patents (1976-2016). The task is: Predict the product of the given reaction. (1) Given the reactants [C:1]1([CH2:7][CH2:8][C:9](Cl)=[O:10])[CH:6]=[CH:5][CH:4]=[CH:3][CH:2]=1.[NH2:12][C:13]1[CH:18]=[CH:17][C:16]([C:19](=[O:26])[CH2:20][CH2:21][C:22]([O:24]C)=[O:23])=[CH:15][CH:14]=1, predict the reaction product. The product is: [O:26]=[C:19]([C:16]1[CH:15]=[CH:14][C:13]([NH:12][C:9](=[O:10])[CH2:8][CH2:7][C:1]2[CH:6]=[CH:5][CH:4]=[CH:3][CH:2]=2)=[CH:18][CH:17]=1)[CH2:20][CH2:21][C:22]([OH:24])=[O:23]. (2) Given the reactants [CH2:1]([C:4]1[C:5](N)=[N:6][CH:7]=[C:8]([N+:10]([O-:12])=[O:11])[CH:9]=1)[CH2:2][CH3:3].[BrH:14].BrBr.N([O-])=O.[Na+].[OH-].[Na+], predict the reaction product. The product is: [Br:14][C:5]1[C:4]([CH2:1][CH2:2][CH3:3])=[CH:9][C:8]([N+:10]([O-:12])=[O:11])=[CH:7][N:6]=1. (3) Given the reactants [CH3:1][O:2][C:3](=[O:12])[NH:4][C:5]1[CH:6]=[N:7][CH:8]=[CH:9][C:10]=1[CH3:11].[CH3:13][C:14]([O:17][C:18](O[C:18]([O:17][C:14]([CH3:16])([CH3:15])[CH3:13])=[O:19])=[O:19])([CH3:16])[CH3:15].C(N(C(C)C)CC)(C)C, predict the reaction product. The product is: [C:14]([O:17][C:18]([N:7]1[CH2:8][CH2:9][C@H:10]([CH3:11])[C@H:5]([NH:4][C:3]([O:2][CH3:1])=[O:12])[CH2:6]1)=[O:19])([CH3:16])([CH3:15])[CH3:13]. (4) The product is: [Cl:1][C:2]1[C:20]([Cl:21])=[CH:19][CH:18]=[CH:17][C:3]=1[CH2:4][N:5]1[C:10]2[N:11]=[C:12]([S:24]([CH3:28])(=[O:26])=[O:23])[S:13][C:9]=2[C:8](=[O:16])[N:7]=[CH:6]1. Given the reactants [Cl:1][C:2]1[C:20]([Cl:21])=[CH:19][CH:18]=[CH:17][C:3]=1[CH2:4][N:5]1[C:10]2[N:11]=[C:12](SC)[S:13][C:9]=2[C:8](=[O:16])[N:7]=[CH:6]1.O[O:23][S:24]([O-:26])=O.[K+].[CH2:28]1COCC1, predict the reaction product. (5) Given the reactants [CH3:1][O:2][C:3](=[O:18])[CH2:4][O:5][C:6]1[CH:11]=[CH:10][C:9]([O:12][CH2:13][C:14](=[S:16])[NH2:15])=[CH:8][C:7]=1[CH3:17].Br[CH2:20][C:21]([C:23]1[CH:28]=[CH:27][C:26]([C:29]([F:32])([F:31])[F:30])=[CH:25][CH:24]=1)=O.[CH3:33]CO, predict the reaction product. The product is: [CH2:1]([O:2][C:3](=[O:18])[CH2:4][O:5][C:6]1[CH:11]=[CH:10][C:9]([O:12][CH2:13][C:14]2[S:16][CH:20]=[C:21]([C:23]3[CH:28]=[CH:27][C:26]([C:29]([F:32])([F:31])[F:30])=[CH:25][CH:24]=3)[N:15]=2)=[CH:8][C:7]=1[CH3:17])[CH3:33]. (6) Given the reactants [CH3:1][O:2][C:3]1[CH:12]=[C:11]2[C:6]([N:7]=[CH:8][C:9](=[O:29])[N:10]2[CH2:13][CH2:14][N:15]2[CH2:20][CH2:19][CH:18]([NH:21]C(=O)OC(C)(C)C)[CH2:17][CH2:16]2)=[CH:5][CH:4]=1.FC(F)(F)C(O)=O.NC1CCN(CCN2C3C(=CC=C(F)C=3)N=CC2=O)CC1, predict the reaction product. The product is: [NH2:21][CH:18]1[CH2:17][CH2:16][N:15]([CH2:14][CH2:13][N:10]2[C:11]3[C:6](=[CH:5][CH:4]=[C:3]([O:2][CH3:1])[CH:12]=3)[N:7]=[CH:8][C:9]2=[O:29])[CH2:20][CH2:19]1. (7) Given the reactants [F:1][C:2]1[CH:40]=[CH:39][CH:38]=[C:37]([C:41]([F:44])([F:43])[F:42])[C:3]=1[CH2:4][N:5]1[C:10]2[CH2:11][O:12][C:13]3([CH2:18][CH2:17][NH:16][CH2:15][CH2:14]3)[C:9]=2[C:8](=[O:19])[N:7]([CH2:20][C@H:21]([NH:28][C:29](=[O:35])[O:30][C:31]([CH3:34])([CH3:33])[CH3:32])[C:22]2[CH:27]=[CH:26][CH:25]=[CH:24][CH:23]=2)[C:6]1=[O:36].[Br:45][C:46]1[O:50][C:49]([CH:51]=O)=[CH:48][CH:47]=1.[BH-](OC(C)=O)(OC(C)=O)OC(C)=O.[Na+], predict the reaction product. The product is: [Br:45][C:46]1[O:50][C:49]([CH2:51][N:16]2[CH2:15][CH2:14][C:13]3([C:9]4[C:8](=[O:19])[N:7]([CH2:20][C@H:21]([NH:28][C:29](=[O:35])[O:30][C:31]([CH3:34])([CH3:33])[CH3:32])[C:22]5[CH:23]=[CH:24][CH:25]=[CH:26][CH:27]=5)[C:6](=[O:36])[N:5]([CH2:4][C:3]5[C:37]([C:41]([F:42])([F:43])[F:44])=[CH:38][CH:39]=[CH:40][C:2]=5[F:1])[C:10]=4[CH2:11][O:12]3)[CH2:18][CH2:17]2)=[CH:48][CH:47]=1.